Dataset: Full USPTO retrosynthesis dataset with 1.9M reactions from patents (1976-2016). Task: Predict the reactants needed to synthesize the given product. (1) Given the product [C:67]([O:66][C:64](=[O:65])[C@@H:60]([NH:59][C:58]([C@@H:35]1[CH2:36][C@@H:37]([O:39][C:40]2[C:49]3[C:44](=[CH:45][C:46]([O:50][CH3:51])=[CH:47][CH:48]=3)[N:43]=[C:42]([C:52]3[CH:53]=[CH:54][CH:55]=[CH:56][CH:57]=3)[CH:41]=2)[CH2:38][C@H:34]1[C:18](=[O:20])[NH:17][C@H:13]([C:12](=[O:28])[NH:11][C@@H:4]([CH:5]1[CH2:6][CH2:7][CH2:8][CH2:9][CH2:10]1)[C:3]([O:2][CH3:1])=[O:29])[CH:14]([CH3:15])[CH3:16])=[O:71])[CH2:61][CH2:62][CH3:63])([CH3:68])([CH3:69])[CH3:70], predict the reactants needed to synthesize it. The reactants are: [CH3:1][O:2][C:3](=[O:29])[C@@H:4]([NH:11][C:12](=[O:28])[C@@H:13]([NH:17][C:18]([O:20]CC1C=CC=CC=1)=O)[CH:14]([CH3:16])[CH3:15])[CH:5]1[CH2:10][CH2:9][CH2:8][CH2:7][CH2:6]1.COC([C@@H:34]1[CH2:38][C@H:37]([O:39][C:40]2[C:49]3[C:44](=[CH:45][C:46]([O:50][CH3:51])=[CH:47][CH:48]=3)[N:43]=[C:42]([C:52]3[CH:57]=[CH:56][CH:55]=[CH:54][CH:53]=3)[CH:41]=2)[CH2:36][C@H:35]1[C:58](=[O:71])[NH:59][C@H:60]([C:64]([O:66][C:67]([CH3:70])([CH3:69])[CH3:68])=[O:65])[CH2:61][CH2:62][CH3:63])=O.[Li+].[OH-].Cl. (2) Given the product [CH2:13]([O:15][C:16]([CH:18]1[CH2:19][CH2:20][N:21]([C:24]2[CH:29]=[CH:28][C:27]([NH:30][C:11]([NH:10][C:4]3[CH:5]=[C:6]([CH3:9])[CH:7]=[CH:8][C:3]=3[O:2][CH3:1])=[O:12])=[CH:26][CH:25]=2)[CH2:22][CH2:23]1)=[O:17])[CH3:14], predict the reactants needed to synthesize it. The reactants are: [CH3:1][O:2][C:3]1[CH:8]=[CH:7][C:6]([CH3:9])=[CH:5][C:4]=1[N:10]=[C:11]=[O:12].[CH2:13]([O:15][C:16]([CH:18]1[CH2:23][CH2:22][N:21]([C:24]2[CH:29]=[CH:28][C:27]([NH2:30])=[CH:26][CH:25]=2)[CH2:20][CH2:19]1)=[O:17])[CH3:14].CO. (3) Given the product [Br:1][C:2]1[CH:10]=[CH:9][C:5]([C:6]([OH:8])=[O:7])=[CH:4][C:3]=1[N+:11]([O-:13])=[O:12], predict the reactants needed to synthesize it. The reactants are: [Br:1][C:2]1[CH:10]=[CH:9][C:5]([C:6]([OH:8])=[O:7])=[CH:4][CH:3]=1.[N+:11]([O-])([OH:13])=[O:12]. (4) The reactants are: Br[C:2]1[C:14]([C:15]([CH3:18])([CH3:17])[CH3:16])=[CH:13][C:12]2[C:11]3[C:6](=[CH:7][C:8](Br)=[C:9]([C:19]([CH3:22])([CH3:21])[CH3:20])[CH:10]=3)[CH2:5][C:4]=2[CH:3]=1.P([C:33]([CH3:36])([CH3:35])[CH3:34])(C(C)(C)C)C(C)(C)C.P([O-])([O-])([O-])=O.[K+].[K+].[K+].[C:45]1([CH3:54])[CH:50]=[CH:49][CH:48]=[CH:47][C:46]=1B(O)O.Cl.O1C[CH2:59][CH2:58][CH2:57]1. Given the product [C:33]1([CH3:34])[CH:35]=[CH:59][C:58]([C:13]2[C:14]([C:15]([CH3:17])([CH3:18])[CH3:16])=[CH:2][C:3]3[C:7]4[C:6](=[CH:11][C:10]([C:48]5[CH:49]=[CH:50][C:45]([CH3:54])=[CH:46][CH:47]=5)=[C:9]([C:19]([CH3:21])([CH3:20])[CH3:22])[CH:8]=4)[CH2:5][C:4]=3[CH:12]=2)=[CH:57][CH:36]=1, predict the reactants needed to synthesize it. (5) Given the product [C:4]([C:3]1[C:2]([C:53]([O:52][CH3:51])=[O:54])=[N:9][C:8]([C:10]2[CH:15]=[CH:14][CH:13]=[CH:12][CH:11]=2)=[C:7]([C:16]2[CH:21]=[CH:20][C:19](=[O:22])[N:18]([CH:23]([CH3:25])[CH3:24])[N:17]=2)[CH:6]=1)#[N:5], predict the reactants needed to synthesize it. The reactants are: Cl[C:2]1[N:9]=[C:8]([C:10]2[CH:15]=[CH:14][CH:13]=[CH:12][CH:11]=2)[C:7]([C:16]2[CH:21]=[CH:20][C:19](=[O:22])[N:18]([CH:23]([CH3:25])[CH3:24])[N:17]=2)=[CH:6][C:3]=1[C:4]#[N:5].C1(P(CCC)C2C=CC=CC=2)C=CC=CC=1.CCN(CC)CC.O.C[CH2:51][O:52][C:53](C)=[O:54]. (6) Given the product [CH3:1][O:2][CH2:3][C:4]([CH3:8])([C:9]1[CH:14]=[CH:13][CH:12]=[CH:11][CH:10]=1)[CH2:5][CH:6]=[O:26], predict the reactants needed to synthesize it. The reactants are: [CH3:1][O:2][CH2:3][C:4]([C:9]1[CH:14]=[CH:13][CH:12]=[CH:11][CH:10]=1)([CH3:8])[CH2:5][CH:6]=C.CSC.CC1C=CC(S(O)(=O)=[O:26])=CC=1. (7) Given the product [C:1]1([C:7]2[CH:8]=[CH:9][CH:10]=[CH:11][CH:12]=2)[C:6]([C:25]([NH2:23])=[O:29])=[CH:5][CH:4]=[CH:3][CH:2]=1, predict the reactants needed to synthesize it. The reactants are: [C:1]1([C:7]2[CH:12]=[CH:11][CH:10]=[CH:9][CH:8]=2)[CH:6]=[CH:5][CH:4]=[CH:3][CH:2]=1.C(O)(=O)C1C=CC=CC=1.C[N:23]([C:25]([O:29]N1N=NC2C=CC=CC1=2)=[N+](C)C)C.F[P-](F)(F)(F)(F)F.CN(C)C[C@@H]1CC[C@H](C2C=CC=CC=2)N1.